The task is: Predict the reactants needed to synthesize the given product.. This data is from Full USPTO retrosynthesis dataset with 1.9M reactions from patents (1976-2016). (1) Given the product [CH3:16][N:17]1[C:18]([CH3:27])([CH3:26])[CH2:19][CH:20]([O:1][C:2]2[CH:11]=[CH:10][C:5]([C:6]([O:8][CH3:9])=[O:7])=[CH:4][C:3]=2[C:12]([F:13])([F:14])[F:15])[CH2:21][C:22]1([CH3:24])[CH3:23], predict the reactants needed to synthesize it. The reactants are: [OH:1][C:2]1[CH:11]=[CH:10][C:5]([C:6]([O:8][CH3:9])=[O:7])=[CH:4][C:3]=1[C:12]([F:15])([F:14])[F:13].[CH3:16][N:17]1[C:22]([CH3:24])([CH3:23])[CH2:21][CH:20](O)[CH2:19][C:18]1([CH3:27])[CH3:26].N(C(OC(C)(C)C)=O)=NC(OC(C)(C)C)=O.C1C=CC(P(C2C=CC=CC=2)C2C=CC=CC=2)=CC=1. (2) Given the product [CH3:14][N:11]1[CH:12]=[CH:13][C:9]([NH:8][C:4]2[N:5]=[CH:6][N:7]=[C:2]([C:27]3[CH:28]=[CH:29][C:22]([O:21][CH:18]4[CH2:19][CH2:20][O:15][CH2:16][CH2:17]4)=[C:23]([CH:26]=3)[C:24]#[N:25])[N:3]=2)=[N:10]1, predict the reactants needed to synthesize it. The reactants are: Cl[C:2]1[N:7]=[CH:6][N:5]=[C:4]([NH:8][C:9]2[CH:13]=[CH:12][N:11]([CH3:14])[N:10]=2)[N:3]=1.[O:15]1[CH2:20][CH2:19][CH:18]([O:21][C:22]2[CH:29]=[CH:28][C:27](B3OC(C)(C)C(C)(C)O3)=[CH:26][C:23]=2[C:24]#[N:25])[CH2:17][CH2:16]1.C(=O)([O-])[O-].[Na+].[Na+].